This data is from Full USPTO retrosynthesis dataset with 1.9M reactions from patents (1976-2016). The task is: Predict the reactants needed to synthesize the given product. (1) Given the product [CH2:1]([O:8][CH:9]([C:13]1[CH:18]=[C:17]([Cl:19])[CH:16]=[CH:15][C:14]=1[C:20](=[O:23])[CH:21]=[CH2:22])[CH2:10][CH:11]=[CH2:12])[C:2]1[CH:7]=[CH:6][CH:5]=[CH:4][CH:3]=1, predict the reactants needed to synthesize it. The reactants are: [CH2:1]([O:8][CH:9]([C:13]1[CH:18]=[C:17]([Cl:19])[CH:16]=[CH:15][C:14]=1[CH:20]([OH:23])[CH:21]=[CH2:22])[CH2:10][CH:11]=[CH2:12])[C:2]1[CH:7]=[CH:6][CH:5]=[CH:4][CH:3]=1. (2) Given the product [NH2:21][C:17]1[CH:18]=[C:19]2[C:14](=[CH:15][CH:16]=1)[NH:13][C:12]([C:10]([N:7]1[CH2:8][CH2:9][CH:4]([CH2:3][C:2]([CH3:24])([OH:25])[CH3:1])[CH2:5][CH2:6]1)=[O:11])=[CH:20]2, predict the reactants needed to synthesize it. The reactants are: [CH3:1][C:2]([OH:25])([CH3:24])[CH2:3][CH:4]1[CH2:9][CH2:8][N:7]([C:10]([C:12]2[NH:13][C:14]3[C:19]([CH:20]=2)=[CH:18][C:17]([N+:21]([O-])=O)=[CH:16][CH:15]=3)=[O:11])[CH2:6][CH2:5]1. (3) Given the product [F:21][C:20]([F:23])([F:22])[C:17]1[CH:18]=[CH:19][C:14]([NH:13][C:11]2[N:12]=[C:8]3[CH:7]=[CH:6][CH:5]=[C:4]([CH:2]([N:27]4[CH2:28][CH2:29][NH:24][C:25](=[O:30])[CH2:26]4)[CH3:3])[N:9]3[N:10]=2)=[CH:15][CH:16]=1, predict the reactants needed to synthesize it. The reactants are: Br[CH:2]([C:4]1[N:9]2[N:10]=[C:11]([NH:13][C:14]3[CH:19]=[CH:18][C:17]([C:20]([F:23])([F:22])[F:21])=[CH:16][CH:15]=3)[N:12]=[C:8]2[CH:7]=[CH:6][CH:5]=1)[CH3:3].[NH:24]1[CH2:29][CH2:28][NH:27][CH2:26][C:25]1=[O:30].C(=O)([O-])[O-].[K+].[K+].O. (4) Given the product [F:13][C:14]1[CH:21]=[CH:20][CH:19]=[CH:18][C:15]=1[CH2:16][N:8]1[C@@H:5]2[CH2:6][CH2:7][C@H:1]1[CH:2]([C:9]([O:11][CH3:12])=[O:10])[CH2:3][CH2:4]2, predict the reactants needed to synthesize it. The reactants are: [C@H:1]12[NH:8][C@H:5]([CH2:6][CH2:7]1)[CH2:4][CH2:3][CH:2]2[C:9]([O:11][CH3:12])=[O:10].[F:13][C:14]1[CH:21]=[CH:20][CH:19]=[CH:18][C:15]=1[CH2:16]Br.C(N(CC)C(C)C)(C)C. (5) Given the product [F:31][C:30]([F:32])([F:33])[C:25]1[CH:26]=[CH:27][CH:28]=[CH:29][C:24]=1[CH2:23][O:1][C:2]1[CH:3]=[CH:4][C:5]([C:8]2[CH:12]=[C:11]([C:13]([NH2:15])=[O:14])[O:10][N:9]=2)=[CH:6][CH:7]=1, predict the reactants needed to synthesize it. The reactants are: [OH:1][C:2]1[CH:7]=[CH:6][C:5]([C:8]2[CH:12]=[C:11]([C:13]([NH2:15])=[O:14])[O:10][N:9]=2)=[CH:4][CH:3]=1.C([O-])([O-])=O.[K+].[K+].Cl[CH2:23][C:24]1[CH:29]=[CH:28][CH:27]=[CH:26][C:25]=1[C:30]([F:33])([F:32])[F:31]. (6) Given the product [F:8][C:5]1[CH:4]=[CH:3][C:2]([S:23][CH3:22])=[CH:7][N:6]=1, predict the reactants needed to synthesize it. The reactants are: Br[C:2]1[CH:3]=[CH:4][C:5]([F:8])=[N:6][CH:7]=1.CN(C)CCN(C)C.[Li+].CCC[CH2-].[CH3:22][S:23]SC. (7) Given the product [I:1][C:2]1[CH:8]=[CH:7][C:5]([NH:6][S:22]([N:16]2[CH2:21][CH2:20][O:19][CH2:18][CH2:17]2)(=[O:24])=[O:23])=[CH:4][CH:3]=1, predict the reactants needed to synthesize it. The reactants are: [I:1][C:2]1[CH:8]=[CH:7][C:5]([NH2:6])=[CH:4][CH:3]=1.CCN(CC)CC.[N:16]1([S:22](Cl)(=[O:24])=[O:23])[CH2:21][CH2:20][O:19][CH2:18][CH2:17]1. (8) Given the product [CH2:1]([O:3][C:4]([C:5]1[C:6]([NH2:7])=[N:20][N:19]([C:13]2[CH:18]=[CH:17][CH:16]=[CH:15][CH:14]=2)[CH:8]=1)=[O:12])[CH3:2], predict the reactants needed to synthesize it. The reactants are: [CH2:1]([O:3][C:4](=[O:12])[C:5](=[CH:8]OCC)[C:6]#[N:7])[CH3:2].[C:13]1([NH:19][NH2:20])[CH:18]=[CH:17][CH:16]=[CH:15][CH:14]=1. (9) Given the product [NH2:21][C:2]1[CH:3]=[CH:4][C:5]([C:8]2([OH:18])[CH2:17][CH2:16][C:11]3([O:15][CH2:14][CH2:13][O:12]3)[CH2:10][CH2:9]2)=[N:6][CH:7]=1, predict the reactants needed to synthesize it. The reactants are: Br[C:2]1[CH:3]=[CH:4][C:5]([C:8]2([OH:18])[CH2:17][CH2:16][C:11]3([O:15][CH2:14][CH2:13][O:12]3)[CH2:10][CH2:9]2)=[N:6][CH:7]=1.CC1C(C(O)=O)=C(C)N(C2C=CC(C(F)(F)F)=CN=2)[N:21]=1. (10) Given the product [CH3:36][C:35]1[C:30]([N:27]2[CH2:28][CH2:29][N:24]([C:22]([C:11]3[CH:12]=[CH:13][C:14]([N:16]4[CH2:20][CH2:19][CH2:18][C:17]4=[O:21])=[CH:15][C:10]=3[C:9]([NH:8][CH2:39][C:48]3[CH:47]=[N:46][CH:51]=[CH:50][CH:49]=3)=[O:38])=[O:23])[CH2:25][CH2:26]2)=[N:31][CH:32]=[C:33]([CH3:37])[CH:34]=1, predict the reactants needed to synthesize it. The reactants are: C(OC([N:8]([C:39](OC(C)(C)C)=O)[C:9](=[O:38])[C:10]1[CH:15]=[C:14]([N:16]2[CH2:20][CH2:19][CH2:18][C:17]2=[O:21])[CH:13]=[CH:12][C:11]=1[C:22]([N:24]1[CH2:29][CH2:28][N:27]([C:30]2[C:35]([CH3:36])=[CH:34][C:33]([CH3:37])=[CH:32][N:31]=2)[CH2:26][CH2:25]1)=[O:23])=O)(C)(C)C.[N:46]1[CH:51]=[CH:50][CH:49]=[C:48](CN)[CH:47]=1.